The task is: Predict the product of the given reaction.. This data is from Forward reaction prediction with 1.9M reactions from USPTO patents (1976-2016). (1) Given the reactants [NH2:1][C:2]1[CH:9]=[CH:8][CH:7]=[C:6]([Cl:10])[C:3]=1[CH2:4][OH:5].[C@H:11]1([N:20]=[C:21]=S)[C:19]2[C:14](=[CH:15][CH:16]=[CH:17][CH:18]=2)[CH2:13][CH2:12]1.C1(N=C=NC2CCCCC2)CCCCC1, predict the reaction product. The product is: [Cl:10][C:6]1[C:3]2[CH2:4][O:5][C:21]([NH:20][C@H:11]3[C:19]4[C:14](=[CH:15][CH:16]=[CH:17][CH:18]=4)[CH2:13][CH2:12]3)=[N:1][C:2]=2[CH:9]=[CH:8][CH:7]=1. (2) Given the reactants Br[C:2]1[CH:3]=[C:4]([C:13](=[O:15])[CH3:14])[CH:5]=[CH:6][C:7]=1[O:8][CH2:9][CH:10]1[CH2:12][CH2:11]1.C([O-])(=O)C.[K+].[B:21]1([B:21]2[O:25][C:24]([CH3:27])([CH3:26])[C:23]([CH3:29])([CH3:28])[O:22]2)[O:25][C:24]([CH3:27])([CH3:26])[C:23]([CH3:29])([CH3:28])[O:22]1, predict the reaction product. The product is: [CH:10]1([CH2:9][O:8][C:7]2[CH:6]=[CH:5][C:4]([C:13](=[O:15])[CH3:14])=[CH:3][C:2]=2[B:21]2[O:25][C:24]([CH3:27])([CH3:26])[C:23]([CH3:29])([CH3:28])[O:22]2)[CH2:12][CH2:11]1. (3) The product is: [Br:19][C:20]1[CH:25]=[C:24]([C:10]2[CH:9]=[C:8]([C:5]3[CH:6]=[CH:7][C:2]([Cl:1])=[CH:3][CH:4]=3)[CH:13]=[C:12]([C:14]([F:17])([F:16])[F:15])[N:11]=2)[CH:23]=[CH:22][CH:21]=1. Given the reactants [Cl:1][C:2]1[CH:7]=[CH:6][C:5]([C:8]2[CH:13]=[C:12]([C:14]([F:17])([F:16])[F:15])[N:11]=[C:10](I)[CH:9]=2)=[CH:4][CH:3]=1.[Br:19][C:20]1[CH:21]=[C:22](B(O)O)[CH:23]=[CH:24][CH:25]=1, predict the reaction product. (4) Given the reactants [Br:1][C:2]1[N:6]2[N:7]=[C:8](F)[CH:9]=[CH:10][C:5]2=[N:4][CH:3]=1.C(N(CC)CC)C.[C:19]([O:23][CH2:24][CH2:25][NH2:26])([CH3:22])([CH3:21])[CH3:20], predict the reaction product. The product is: [Br:1][C:2]1[N:6]2[N:7]=[C:8]([NH:26][CH2:25][CH2:24][O:23][C:19]([CH3:22])([CH3:21])[CH3:20])[CH:9]=[CH:10][C:5]2=[N:4][CH:3]=1. (5) Given the reactants [Cl:1][C:2]1[CH:3]=[C:4]([C:12]2[O:16][N:15]=[C:14]([C:17]3[CH:18]=[CH:19][CH:20]=[C:21]4[C:25]=3[N:24]([CH3:26])[CH:23]=[C:22]4[CH2:27][CH:28]=O)[N:13]=2)[CH:5]=[CH:6][C:7]=1[O:8][CH:9]([CH3:11])[CH3:10].[NH:30]1[CH2:33][CH:32]([C:34]([OH:36])=[O:35])[CH2:31]1.C(O)(=O)C.C(O[BH-](OC(=O)C)OC(=O)C)(=O)C.[Na+], predict the reaction product. The product is: [Cl:1][C:2]1[CH:3]=[C:4]([C:12]2[O:16][N:15]=[C:14]([C:17]3[CH:18]=[CH:19][CH:20]=[C:21]4[C:25]=3[N:24]([CH3:26])[CH:23]=[C:22]4[CH2:27][CH2:28][N:30]3[CH2:33][CH:32]([C:34]([OH:36])=[O:35])[CH2:31]3)[N:13]=2)[CH:5]=[CH:6][C:7]=1[O:8][CH:9]([CH3:10])[CH3:11].